Dataset: Forward reaction prediction with 1.9M reactions from USPTO patents (1976-2016). Task: Predict the product of the given reaction. (1) Given the reactants [C:1]1([CH2:7][C:8](Cl)=[O:9])[CH:6]=[CH:5][CH:4]=[CH:3][CH:2]=1.[S-:11][C:12]#[N:13].[K+].C(=O)([O-])O.[Na+].[NH2:20][C:21]1[CH:46]=[CH:45][C:24]([O:25][C:26]2[N:31]=[CH:30][N:29]=[C:28]([NH:32][C:33](=[O:44])[N:34]([CH2:36][CH2:37][CH2:38][N:39]([CH2:42]C)[CH2:40]C)[CH3:35])[CH:27]=2)=[C:23]([F:47])[CH:22]=1, predict the reaction product. The product is: [CH3:40][N:39]([CH3:42])[CH2:38][CH2:37][CH2:36][N:34]([CH3:35])[C:33]([NH:32][C:28]1[CH:27]=[C:26]([O:25][C:24]2[CH:45]=[CH:46][C:21]([NH:20][C:12]([NH:13][C:8](=[O:9])[CH2:7][C:1]3[CH:6]=[CH:5][CH:4]=[CH:3][CH:2]=3)=[S:11])=[CH:22][C:23]=2[F:47])[N:31]=[CH:30][N:29]=1)=[O:44]. (2) Given the reactants [C:1]([N:9]1[C:13]2([CH2:17][CH2:16][NH:15][C:14]2=O)[CH2:12][CH2:11][CH2:10]1)(=O)[C:2]1[CH:7]=[CH:6][CH:5]=[CH:4][CH:3]=1.[H-].[Al+3].[Li+].[H-].[H-].[H-], predict the reaction product. The product is: [CH2:1]([N:9]1[C:13]2([CH2:17][CH2:16][NH:15][CH2:14]2)[CH2:12][CH2:11][CH2:10]1)[C:2]1[CH:3]=[CH:4][CH:5]=[CH:6][CH:7]=1. (3) Given the reactants C[Si]([C:5]#[C:6][C:7]1[CH:16]=[CH:15][C:10]([C:11]([O:13][CH3:14])=[O:12])=[C:9]([OH:17])[CH:8]=1)(C)C.C1COCC1.[F-].C([N+](CCCC)(CCCC)CCCC)CCC, predict the reaction product. The product is: [C:6]([C:7]1[CH:16]=[CH:15][C:10]([C:11]([O:13][CH3:14])=[O:12])=[C:9]([OH:17])[CH:8]=1)#[CH:5]. (4) Given the reactants [CH2:1]([O:3][C:4]1[C:8]([CH2:9][CH2:10][CH2:11][OH:12])=[CH:7][N:6]([C:13]2[CH:18]=[CH:17][CH:16]=[CH:15][N:14]=2)[N:5]=1)[CH3:2].[CH2:19]([O:21][C:22]1[CH:27]=[C:26](O)[CH:25]=[CH:24][C:23]=1[CH2:29][CH2:30][C:31]([O:33]C)=[O:32])[CH3:20].C(P(CCCC)CCCC)CCC.N(C(N1CCCCC1)=O)=NC(N1CCCCC1)=O, predict the reaction product. The product is: [CH2:19]([O:21][C:22]1[CH:27]=[C:26]([O:12][CH2:11][CH2:10][CH2:9][C:8]2[C:4]([O:3][CH2:1][CH3:2])=[N:5][N:6]([C:13]3[CH:18]=[CH:17][CH:16]=[CH:15][N:14]=3)[CH:7]=2)[CH:25]=[CH:24][C:23]=1[CH2:29][CH2:30][C:31]([OH:33])=[O:32])[CH3:20]. (5) The product is: [CH3:9][O:10][C:11]1[CH:12]=[C:13]2[C:18](=[CH:19][C:20]=1[O:21][CH3:22])[N:17]=[CH:16][CH:15]=[C:14]2[O:23][C:24]1[CH:25]=[CH:26][C:27]([NH2:30])=[CH:28][CH:29]=1. Given the reactants C([O-])=O.[K+].C(O)=O.O.[CH3:9][O:10][C:11]1[CH:12]=[C:13]2[C:18](=[CH:19][C:20]=1[O:21][CH3:22])[N:17]=[CH:16][CH:15]=[C:14]2[O:23][C:24]1[CH:29]=[CH:28][C:27]([N+:30]([O-])=O)=[CH:26][CH:25]=1, predict the reaction product.